From a dataset of Forward reaction prediction with 1.9M reactions from USPTO patents (1976-2016). Predict the product of the given reaction. (1) Given the reactants Br[CH:2]([CH2:7][O:8][CH3:9])[C:3]([O:5]C)=[O:4].[F:10][C:11]1([F:16])[CH2:15][CH2:14][NH:13][CH2:12]1.C([O-])([O-])=O.[K+].[K+].[Li+].[OH-].Cl, predict the reaction product. The product is: [F:10][C:11]1([F:16])[CH2:15][CH2:14][N:13]([CH:2]([CH2:7][O:8][CH3:9])[C:3]([OH:5])=[O:4])[CH2:12]1. (2) Given the reactants Br[C:2]1[CH:3]=[CH:4][C:5]2[C:11]3[S:12][C:13]([C:15]4[N:19]([CH:20]([CH3:22])[CH3:21])[N:18]=[CH:17][N:16]=4)=[CH:14][C:10]=3[CH2:9][CH2:8][O:7][C:6]=2[CH:23]=1.ClCCl.[I-].C(OC([N:35]1[CH2:38][CH:37]([Zn+])[CH2:36]1)=O)(C)(C)C.Cl, predict the reaction product. The product is: [NH:35]1[CH2:38][CH:37]([C:2]2[CH:3]=[CH:4][C:5]3[C:11]4[S:12][C:13]([C:15]5[N:19]([CH:20]([CH3:21])[CH3:22])[N:18]=[CH:17][N:16]=5)=[CH:14][C:10]=4[CH2:9][CH2:8][O:7][C:6]=3[CH:23]=2)[CH2:36]1. (3) Given the reactants [Na].[NH2:2][CH:3]([CH2:9][SH:10])[C:4]([O:6]CC)=[O:5].[Cl:11][C:12]1[CH:13]=[C:14]([N:27]2[C:32](=[O:33])[NH:31][C:30](=[O:34])[CH:29]=[N:28]2)[CH:15]=[CH:16][C:17]=1[CH:18](Cl)[C:19]1[CH:24]=[CH:23][C:22]([Cl:25])=[CH:21][CH:20]=1.N12CCCN=C1CCC[CH2:37][CH2:36]2, predict the reaction product. The product is: [CH2:36]([NH:2][CH:3]([CH2:9][S:10][CH:18]([C:19]1[CH:24]=[CH:23][C:22]([Cl:25])=[CH:21][CH:20]=1)[C:17]1[CH:16]=[CH:15][C:14]([N:27]2[C:32](=[O:33])[NH:31][C:30](=[O:34])[CH:29]=[N:28]2)=[CH:13][C:12]=1[Cl:11])[C:4]([OH:6])=[O:5])[CH3:37]. (4) Given the reactants CS[C:3]1[S:4]/[C:5](=[CH:9]\[C:10]2[CH:11]=[C:12]3[C:17](=[CH:18][CH:19]=2)[N:16]=[CH:15][CH:14]=[CH:13]3)/[C:6](=[O:8])[N:7]=1.[CH3:20][O:21][C:22]1[CH:27]=[CH:26][CH:25]=[CH:24][C:23]=1[CH2:28][CH2:29][NH2:30].CCN(C(C)C)C(C)C, predict the reaction product. The product is: [CH3:20][O:21][C:22]1[CH:27]=[CH:26][CH:25]=[CH:24][C:23]=1[CH2:28][CH2:29][NH:30][C:3]1[S:4]/[C:5](=[CH:9]\[C:10]2[CH:11]=[C:12]3[C:17](=[CH:18][CH:19]=2)[N:16]=[CH:15][CH:14]=[CH:13]3)/[C:6](=[O:8])[N:7]=1. (5) Given the reactants Br[C:2]1[CH:11]=[CH:10][CH:9]=[C:8]2[C:3]=1[CH:4]=[CH:5][N:6]=[CH:7]2.[NH:12]1[CH2:17][CH2:16][NH:15][CH2:14][CH2:13]1.C1C=CC(P(C2C(C3C(P(C4C=CC=CC=4)C4C=CC=CC=4)=CC=C4C=3C=CC=C4)=C3C(C=CC=C3)=CC=2)C2C=CC=CC=2)=CC=1.CC(C)([O-])C.[Na+], predict the reaction product. The product is: [N:12]1([C:2]2[CH:11]=[CH:10][CH:9]=[C:8]3[C:3]=2[CH:4]=[CH:5][N:6]=[CH:7]3)[CH2:17][CH2:16][NH:15][CH2:14][CH2:13]1. (6) Given the reactants [NH2:1][C:2]1[C:7]([C:8]#[N:9])=[C:6]([C:10]2[CH:15]=[CH:14][C:13]([OH:16])=[CH:12][CH:11]=2)[C:5]([C:17]#[N:18])=[C:4]([SH:19])[N:3]=1.[CH3:20][NH:21][C:22](=[O:25])[CH2:23]Br.C([O-])(O)=O.[Na+].C(Cl)Cl.CO, predict the reaction product. The product is: [NH2:1][C:2]1[N:3]=[C:4]([S:19][CH2:23][C:22]([NH:21][CH3:20])=[O:25])[C:5]([C:17]#[N:18])=[C:6]([C:10]2[CH:11]=[CH:12][C:13]([OH:16])=[CH:14][CH:15]=2)[C:7]=1[C:8]#[N:9]. (7) Given the reactants C([O:3][C:4](=O)[CH2:5][C:6]1[C:15]2[C:10](=[CH:11][CH:12]=[CH:13][CH:14]=2)[CH:9]=[C:8]([Cl:16])[N:7]=1)C.[NH3:18].CO, predict the reaction product. The product is: [Cl:16][C:8]1[N:7]=[C:6]([CH2:5][C:4]([NH2:18])=[O:3])[C:15]2[C:10]([CH:9]=1)=[CH:11][CH:12]=[CH:13][CH:14]=2.